From a dataset of Forward reaction prediction with 1.9M reactions from USPTO patents (1976-2016). Predict the product of the given reaction. (1) Given the reactants Cl[C:2](Cl)([O:4]C(=O)OC(Cl)(Cl)Cl)Cl.[NH2:13][C:14]1[CH:15]=[C:16]([C@H:20]([N:27]([CH3:45])[C:28](=[O:44])[CH:29]([C:37]2[CH:42]=[CH:41][C:40]([Cl:43])=[CH:39][CH:38]=2)[C:30]2[CH:35]=[CH:34][C:33]([Cl:36])=[CH:32][CH:31]=2)[CH2:21][N:22]2[CH2:26][CH2:25][CH2:24][CH2:23]2)[CH:17]=[CH:18][CH:19]=1.C(N(CC)CC)C.ClC(Cl)C.[CH3:57][O:58][CH2:59][CH2:60][O:61][CH2:62][CH2:63][O:64][CH2:65][CH2:66][O:67][CH2:68][CH2:69][O:70][CH2:71][CH2:72][NH2:73], predict the reaction product. The product is: [Cl:36][C:33]1[CH:34]=[CH:35][C:30]([CH:29]([C:37]2[CH:42]=[CH:41][C:40]([Cl:43])=[CH:39][CH:38]=2)[C:28]([N:27]([CH3:45])[C@@H:20]([C:16]2[CH:17]=[CH:18][CH:19]=[C:14]([NH:13][C:2](=[O:4])[NH:73][CH2:72][CH2:71][O:70][CH2:69][CH2:68][O:67][CH2:66][CH2:65][O:64][CH2:63][CH2:62][O:61][CH2:60][CH2:59][O:58][CH3:57])[CH:15]=2)[CH2:21][N:22]2[CH2:23][CH2:24][CH2:25][CH2:26]2)=[O:44])=[CH:31][CH:32]=1. (2) Given the reactants [NH2:1][C:2]1[N:11]=[CH:10][C:9]2[C:4](=[C:5]([N+:12]([O-])=O)[CH:6]=[CH:7][CH:8]=2)[N:3]=1.O.O.[Sn](Cl)Cl.C(=O)([O-])O.[Na+], predict the reaction product. The product is: [N:3]1[C:4]2[C:9](=[CH:8][CH:7]=[CH:6][C:5]=2[NH2:12])[CH:10]=[N:11][C:2]=1[NH2:1]. (3) Given the reactants COC(=O)NC(C(N1CCCC1C1NC(C2C=CC(Br)=CC=2)=CN=1)=O)C(C)C.C(OC([N:36]1[CH2:40][CH2:39][CH2:38][CH:37]1[C:41]1[NH:45][C:44]2[CH:46]=[C:47]([Br:50])[CH:48]=[CH:49][C:43]=2[N:42]=1)=O)(C)(C)C, predict the reaction product. The product is: [Br:50][C:47]1[CH:48]=[CH:49][C:43]2[N:42]=[C:41]([CH:37]3[CH2:38][CH2:39][CH2:40][NH:36]3)[NH:45][C:44]=2[CH:46]=1. (4) Given the reactants [Cl:1][C:2]1[S:10][C:9]2[S:8](=[O:12])(=[O:11])[NH:7][CH2:6][N:5]([CH2:13][CH3:14])[C:4]=2[CH:3]=1.[N-:15]=[C:16]=[O:17].[CH2:18](N(CC)CC)[CH3:19], predict the reaction product. The product is: [Cl:1][C:2]1[S:10][C:9]2[S:8](=[O:12])(=[O:11])[N:7]([C:16]([NH:15][CH2:18][CH3:19])=[O:17])[CH2:6][N:5]([CH2:13][CH3:14])[C:4]=2[CH:3]=1. (5) Given the reactants [CH3:1][C:2]1[CH:26]=[C:25]([C:27]([F:30])([F:29])[F:28])[CH:24]=[CH:23][C:3]=1[O:4][C:5]1[CH:10]=[CH:9][C:8]([C:11]2[C:16]3=[N:17][S:18](=[O:22])(=[O:21])[CH2:19][CH2:20][N:15]3[CH:14]=[CH:13][CH:12]=2)=[CH:7][CH:6]=1, predict the reaction product. The product is: [CH3:1][C:2]1[CH:26]=[C:25]([C:27]([F:30])([F:28])[F:29])[CH:24]=[CH:23][C:3]=1[O:4][C:5]1[CH:6]=[CH:7][C:8]([CH:11]2[C:16]3=[N:17][S:18](=[O:22])(=[O:21])[CH2:19][CH2:20][N:15]3[CH2:14][CH2:13][CH2:12]2)=[CH:9][CH:10]=1. (6) Given the reactants C([O:8][C:9]1[CH:14]=[CH:13][C:12]([C:15]2[O:19][N:18]=[C:17]([C:20]3[CH:32]=[CH:31][C:23]([O:24][C:25]4[CH:26]=[N:27][CH:28]=[CH:29][CH:30]=4)=[CH:22][CH:21]=3)[N:16]=2)=[CH:11][CH:10]=1)C1C=CC=CC=1.C1COCC1, predict the reaction product. The product is: [N:27]1[CH:28]=[CH:29][CH:30]=[C:25]([O:24][C:23]2[CH:22]=[CH:21][C:20]([C:17]3[N:16]=[C:15]([C:12]4[CH:13]=[CH:14][C:9]([OH:8])=[CH:10][CH:11]=4)[O:19][N:18]=3)=[CH:32][CH:31]=2)[CH:26]=1. (7) Given the reactants [CH2:1]([N:4]1[CH2:12][C:11]2[C:6](=[CH:7][CH:8]=[CH:9][CH:10]=2)[C:5]1=[O:13])[C:2]#[CH:3].[F:14][C:15]1[CH:20]=[C:19]([F:21])[CH:18]=[CH:17][C:16]=1I, predict the reaction product. The product is: [F:14][C:15]1[CH:20]=[C:19]([F:21])[CH:18]=[CH:17][C:16]=1[C:3]#[C:2][CH2:1][N:4]1[CH2:12][C:11]2[C:6](=[CH:7][CH:8]=[CH:9][CH:10]=2)[C:5]1=[O:13]. (8) Given the reactants [CH2:1]([C@@H:4]1[O:9][C@H:8]2[C@H:10]3[O:15][C:14]4([CH2:17][CH2:18][C@@H:19]5[O:23][C@@H:22]([CH2:24][CH2:25][C@@H:26]6[O:31][C@H:30]([CH2:32][C@H:33]7[C@H:37]([CH2:38][CH2:39][OH:40])[C@@H:36]([O:41][CH3:42])[C@@H:35]([CH2:43][C@H:44]([O:54][Si:55]([CH2:60][CH3:61])([CH2:58][CH3:59])[CH2:56][CH3:57])[CH2:45][O:46][Si:47]([CH2:52][CH3:53])([CH2:50][CH3:51])[CH2:48][CH3:49])[O:34]7)[C:29](=[CH2:62])[C@H:28]([CH3:63])[CH2:27]6)[C:21](=[CH2:64])[CH2:20]5)[O:16][C@H:6]([C@@H:7]2[O:12][C@@H:11]3[CH2:13]4)[C@H:5]1[O:65][Si:66]([CH2:71][CH3:72])([CH2:69][CH3:70])[CH2:67][CH3:68])[CH:2]=[CH2:3].C(=O)(O)[O-].[Na+].CC(OI1(OC(C)=O)(OC(C)=O)OC(=O)C2C=CC=CC1=2)=O.S([O-])([O-])(=O)=S.[Na+].[Na+], predict the reaction product. The product is: [CH2:1]([C@@H:4]1[O:9][C@H:8]2[C@H:10]3[O:15][C:14]4([CH2:17][CH2:18][C@@H:19]5[O:23][C@@H:22]([CH2:24][CH2:25][C@@H:26]6[O:31][C@H:30]([CH2:32][C@H:33]7[C@H:37]([CH2:38][CH:39]=[O:40])[C@@H:36]([O:41][CH3:42])[C@@H:35]([CH2:43][C@H:44]([O:54][Si:55]([CH2:60][CH3:61])([CH2:58][CH3:59])[CH2:56][CH3:57])[CH2:45][O:46][Si:47]([CH2:52][CH3:53])([CH2:48][CH3:49])[CH2:50][CH3:51])[O:34]7)[C:29](=[CH2:62])[C@H:28]([CH3:63])[CH2:27]6)[C:21](=[CH2:64])[CH2:20]5)[O:16][C@H:6]([C@@H:7]2[O:12][C@@H:11]3[CH2:13]4)[C@H:5]1[O:65][Si:66]([CH2:71][CH3:72])([CH2:69][CH3:70])[CH2:67][CH3:68])[CH:2]=[CH2:3]. (9) Given the reactants COCCOC.[CH2:7]([O:9][C:10](=[O:46])[C:11]([CH3:45])([CH3:44])[CH2:12][C:13]1[N:14]([CH2:28][C:29]2[CH:34]=[CH:33][C:32](B3OC(C)(C)C(C)(C)O3)=[CH:31][CH:30]=2)[C:15]2[C:20]([C:21]=1[S:22][C:23]([CH3:26])([CH3:25])[CH3:24])=[CH:19][C:18]([OH:27])=[CH:17][CH:16]=2)[CH3:8].Br[C:48]1[CH:49]=[CH:50][C:51]([O:54][CH2:55][CH3:56])=[N:52][CH:53]=1.C(=O)([O-])[O-].[K+].[K+], predict the reaction product. The product is: [CH2:7]([O:9][C:10](=[O:46])[C:11]([CH3:45])([CH3:44])[CH2:12][C:13]1[N:14]([CH2:28][C:29]2[CH:34]=[CH:33][C:32]([C:48]3[CH:53]=[N:52][C:51]([O:54][CH2:55][CH3:56])=[CH:50][CH:49]=3)=[CH:31][CH:30]=2)[C:15]2[C:20]([C:21]=1[S:22][C:23]([CH3:26])([CH3:25])[CH3:24])=[CH:19][C:18]([OH:27])=[CH:17][CH:16]=2)[CH3:8]. (10) The product is: [CH3:1][C:2]([O:6][C:8](=[O:10])[NH:45][C:42]1[CH:43]=[CH:44][C:39]([C:36]2[N:37]=[CH:38][N:34]([C:31]3[CH:30]=[CH:29][C:28]([O:27][C:26]([F:25])([F:46])[F:47])=[CH:33][CH:32]=3)[N:35]=2)=[CH:40][CH:41]=1)([CH3:3])[C:4]#[CH:5]. Given the reactants [CH3:1][C:2]([OH:6])([C:4]#[CH:5])[CH3:3].Cl[C:8](Cl)([O:10]C(=O)OC(Cl)(Cl)Cl)Cl.N1C=CC=CC=1.[F:25][C:26]([F:47])([F:46])[O:27][C:28]1[CH:33]=[CH:32][C:31]([N:34]2[CH:38]=[N:37][C:36]([C:39]3[CH:44]=[CH:43][C:42]([NH2:45])=[CH:41][CH:40]=3)=[N:35]2)=[CH:30][CH:29]=1.NC1C=CC=CC=1, predict the reaction product.